This data is from Retrosynthesis with 50K atom-mapped reactions and 10 reaction types from USPTO. The task is: Predict the reactants needed to synthesize the given product. (1) Given the product C[C@H]1CCc2c(ccc(Br)c2Oc2ccccc2)N1C(=O)C1CC1, predict the reactants needed to synthesize it. The reactants are: C[C@H]1CCc2c(ccc(Br)c2O)N1C(=O)C1CC1.OB(O)c1ccccc1. (2) Given the product COC(=O)[C@H]1CN(C(=O)[C@@H](NC(=O)OC(C)(C)C)C(C)C)C[C@@H]1c1ccccc1, predict the reactants needed to synthesize it. The reactants are: CC(C)[C@H](NC(=O)OC(C)(C)C)C(=O)O.COC(=O)[C@H]1CNC[C@@H]1c1ccccc1. (3) Given the product Cc1cc(Nc2cc(C(F)(F)F)ccn2)nc(-c2cnc(C(C)(O)C3CCNC3)s2)c1, predict the reactants needed to synthesize it. The reactants are: Cc1cc(Nc2cc(C(F)(F)F)ccn2)nc(-c2cnc(C(C)(O)C3CCN(C(=O)OC(C)(C)C)C3)s2)c1. (4) The reactants are: Cc1c(C(=O)c2cccnc2)sc2cc(Br)ccc12. Given the product Cc1c(Cc2cccnc2)sc2cc(Br)ccc12, predict the reactants needed to synthesize it.